From a dataset of Forward reaction prediction with 1.9M reactions from USPTO patents (1976-2016). Predict the product of the given reaction. (1) Given the reactants [CH3:1][C:2]1[NH:3][CH:4]=[CH:5][C:6]=1[C:7]([O:9][CH2:10][CH3:11])=[O:8].[Br:12]N1C(=O)CCC1=O.O.C(OCC)C, predict the reaction product. The product is: [Br:12][C:4]1[NH:3][C:2]([CH3:1])=[C:6]([C:7]([O:9][CH2:10][CH3:11])=[O:8])[CH:5]=1. (2) Given the reactants CCN(S(F)(F)[F:7])CC.O[C:11]1([C:39]2[S:40][CH:41]=[CH:42][N:43]=2)[CH2:16][CH2:15][CH:14]([N:17]2[CH2:21][CH2:20][C@@H:19]([NH:22][C:23](=[O:38])[CH2:24][NH:25][C:26](=[O:37])[C:27]3[CH:32]=[CH:31][CH:30]=[C:29]([C:33]([F:36])([F:35])[F:34])[CH:28]=3)[CH2:18]2)[CH2:13][CH2:12]1.O.CCOC(C)=O, predict the reaction product. The product is: [F:7][C:11]1([C:39]2[S:40][CH:41]=[CH:42][N:43]=2)[CH2:16][CH2:15][CH:14]([N:17]2[CH2:21][CH2:20][C@@H:19]([NH:22][C:23](=[O:38])[CH2:24][NH:25][C:26](=[O:37])[C:27]3[CH:32]=[CH:31][CH:30]=[C:29]([C:33]([F:36])([F:35])[F:34])[CH:28]=3)[CH2:18]2)[CH2:13][CH2:12]1.